From a dataset of Peptide-MHC class II binding affinity with 134,281 pairs from IEDB. Regression. Given a peptide amino acid sequence and an MHC pseudo amino acid sequence, predict their binding affinity value. This is MHC class II binding data. (1) The binding affinity (normalized) is 0.530. The MHC is HLA-DQA10401-DQB10402 with pseudo-sequence HLA-DQA10401-DQB10402. The peptide sequence is AAATAGTTFYGAFAA. (2) The peptide sequence is PWNVVRIKIVQMLSD. The MHC is DRB1_0301 with pseudo-sequence DRB1_0301. The binding affinity (normalized) is 0.379.